Task: Predict the reaction yield, written as a fraction of the theoretical maximum amount of product (1.0 means a 100% yield; for example, 0.34 means a 34% yield).. Dataset: Reaction yield outcomes from USPTO patents with 853,638 reactions (1) The reactants are [Li+].CC([N-]C(C)C)C.[Cl:9][C:10]([Cl:21])([Cl:20])[C@@H:11]1[N:15]2[CH2:16][CH2:17][CH2:18][C@H:14]2[C:13](=[O:19])[O:12]1.[CH2:22]([O:29][CH2:30]Cl)[C:23]1[CH:28]=[CH:27][CH:26]=[CH:25][CH:24]=1. The catalyst is C1COCC1. The product is [CH2:22]([O:29][CH2:30][C@@:14]12[CH2:18][CH2:17][CH2:16][N:15]1[C@@H:11]([C:10]([Cl:9])([Cl:20])[Cl:21])[O:12][C:13]2=[O:19])[C:23]1[CH:28]=[CH:27][CH:26]=[CH:25][CH:24]=1. The yield is 0.420. (2) The reactants are [CH3:1][C:2]([S@:5]([NH2:7])=[O:6])([CH3:4])[CH3:3].[F:8][C:9]1[CH:14]=[C:13]([F:15])[C:12]([C:16]2[CH:17]=[N:18][CH:19]=[N:20][CH:21]=2)=[CH:11][C:10]=1[C:22](=O)[CH3:23].O.CCOC(C)=O. The catalyst is C1COCC1. The product is [F:8][C:9]1[CH:14]=[C:13]([F:15])[C:12]([C:16]2[CH:21]=[N:20][CH:19]=[N:18][CH:17]=2)=[CH:11][C:10]=1/[C:22](=[N:7]/[S@:5]([C:2]([CH3:4])([CH3:3])[CH3:1])=[O:6])/[CH3:23]. The yield is 0.659. (3) The reactants are Br[C:2]1[C:3]([O:16][CH2:17][CH2:18][CH3:19])=[C:4]2[C:9](=[CH:10][CH:11]=1)[N:8]([C:12](=[O:14])[CH3:13])[C@@H:7]([CH3:15])[CH2:6][CH2:5]2.CC1(C)C(C)(C)OB([C:28]2[CH:29]=[N:30][N:31]([CH:33]3[CH2:38][CH2:37][N:36]([C:39]([O:41][C:42]([CH3:45])([CH3:44])[CH3:43])=[O:40])[CH2:35][CH2:34]3)[CH:32]=2)O1.C(=O)([O-])[O-].[Cs+].[Cs+]. The catalyst is O1CCOCC1.O.CC(C1C=C(C(C)C)C(C2C=CC=C(P(C3CCCCC3)C3CCCCC3)C=2)=C(C(C)C)C=1)C.C1C=[C-]C(C2C(N)=CC=CC=2)=CC=1.Cl[Pd+]. The product is [C:12]([N:8]1[C:9]2[C:4](=[C:3]([O:16][CH2:17][CH2:18][CH3:19])[C:2]([C:28]3[CH:29]=[N:30][N:31]([CH:33]4[CH2:34][CH2:35][N:36]([C:39]([O:41][C:42]([CH3:45])([CH3:44])[CH3:43])=[O:40])[CH2:37][CH2:38]4)[CH:32]=3)=[CH:11][CH:10]=2)[CH2:5][CH2:6][C@@H:7]1[CH3:15])(=[O:14])[CH3:13]. The yield is 0.830. (4) The reactants are [NH:1]1[C:9]2[C:4](=[CH:5][CH:6]=[CH:7][CH:8]=2)[CH2:3][C:2]1=[O:10].[CH3:11][C:12]1[CH:13]=[C:14]([C:19]([OH:21])=[O:20])[NH:15][C:16]=1[CH:17]=O. The catalyst is N1CCCCC1.C(O)C. The product is [CH3:11][C:12]1[CH:13]=[C:14]([C:19]([OH:21])=[O:20])[NH:15][C:16]=1[CH:17]=[C:3]1[C:4]2[C:9](=[CH:8][CH:7]=[CH:6][CH:5]=2)[NH:1][C:2]1=[O:10]. The yield is 1.00. (5) The reactants are [Cl:1][C:2]1[CH:7]=[CH:6][C:5]([CH:8]2[CH2:13][CH2:12][CH:11]([C:14]3[C:15](=[O:26])[C:16]4[C:21]([C:22](=[O:25])[C:23]=3Cl)=[CH:20][CH:19]=[CH:18][CH:17]=4)[CH2:10][CH2:9]2)=[CH:4][CH:3]=1.C[OH:28].[OH-].[K+].Cl. The catalyst is O. The product is [CH:18]1[CH:19]=[CH:20][C:21]2[C:22]([C:23]([OH:28])=[C:14]([C@@H:11]3[CH2:10][CH2:9][C@@H:8]([C:5]4[CH:4]=[CH:3][C:2]([Cl:1])=[CH:7][CH:6]=4)[CH2:13][CH2:12]3)[C:15](=[O:26])[C:16]=2[CH:17]=1)=[O:25]. The yield is 0.0124. (6) The reactants are Br[C:2]1[CH:7]=[C:6](Br)[CH:5]=[C:4](Br)[CH:3]=1.[CH2:10]([OH:15])[CH2:11][CH2:12][C:13]#[CH:14]. The catalyst is C(N(CC)CC)C.Cl[Pd](Cl)([P](C1C=CC=CC=1)(C1C=CC=CC=1)C1C=CC=CC=1)[P](C1C=CC=CC=1)(C1C=CC=CC=1)C1C=CC=CC=1.[Cu]I. The product is [OH:15][CH2:10][CH2:11][CH2:12][C:13]#[C:14][C:2]1[CH:7]=[C:6]([C:14]#[C:13][CH2:12][CH2:11][CH2:10][OH:15])[CH:5]=[C:4]([C:14]#[C:13][CH2:12][CH2:11][CH2:10][OH:15])[CH:3]=1. The yield is 0.740. (7) The reactants are [C:1](=C1N=CC=N1)=[S:2].[NH2:8][CH2:9][CH:10]1[CH2:14][N:13]([C@@H:15]([CH2:19][CH3:20])[C:16]([NH2:18])=[O:17])[C:12](=[O:21])[CH2:11]1. The catalyst is CN(C=O)C. The product is [N:8]([CH2:9][CH:10]1[CH2:14][N:13]([C@@H:15]([CH2:19][CH3:20])[C:16]([NH2:18])=[O:17])[C:12](=[O:21])[CH2:11]1)=[C:1]=[S:2]. The yield is 0.220.